This data is from Catalyst prediction with 721,799 reactions and 888 catalyst types from USPTO. The task is: Predict which catalyst facilitates the given reaction. Reactant: [OH:1][N:2]=[C:3]([CH:5]1[CH2:7][CH2:6]1)[NH2:4].[Cl:8][C:9]1[CH:14]=[CH:13][C:12]([C:15]2[C:21]3[CH:22]=[CH:23][CH:24]=[CH:25][C:20]=3[N:19]3[C:26]([CH3:29])=[N:27][N:28]=[C:18]3[CH:17]([CH2:30][C:31](OC(C)(C)C)=O)[CH:16]=2)=[CH:11][CH:10]=1.C[O-].[Na+].O. Product: [Cl:8][C:9]1[CH:14]=[CH:13][C:12]([C:15]2[C:21]3[CH:22]=[CH:23][CH:24]=[CH:25][C:20]=3[N:19]3[C:26]([CH3:29])=[N:27][N:28]=[C:18]3[C@H:17]([CH2:30][C:31]3[O:1][N:2]=[C:3]([CH:5]4[CH2:7][CH2:6]4)[N:4]=3)[CH:16]=2)=[CH:11][CH:10]=1. The catalyst class is: 60.